This data is from Reaction yield outcomes from USPTO patents with 853,638 reactions. The task is: Predict the reaction yield, written as a fraction of the theoretical maximum amount of product (1.0 means a 100% yield; for example, 0.34 means a 34% yield). (1) The reactants are [Br:1][C:2]1[CH:3]=[C:4]([CH2:8][N:9]2C(=O)C3C(=CC=CC=3)C2=O)[CH:5]=[N:6][CH:7]=1.O.NN. The catalyst is CCO. The product is [Br:1][C:2]1[CH:3]=[C:4]([CH2:8][NH2:9])[CH:5]=[N:6][CH:7]=1. The yield is 0.977. (2) The reactants are Br[C:2]1[CH:3]=[N:4][N:5]2[C:10]([C:11]3[CH:12]=[C:13]([NH:17][C:18](=[O:29])[C:19]4[CH:24]=[CH:23][CH:22]=[C:21]([C:25]([F:28])([F:27])[F:26])[CH:20]=4)[CH:14]=[CH:15][CH:16]=3)=[CH:9][CH:8]=[N:7][C:6]=12.[CH3:30][O:31][C:32]1[N:37]=[CH:36][C:35](B(O)O)=[CH:34][N:33]=1.ClCCl.C(=O)([O-])[O-].[Na+].[Na+]. The catalyst is COCCOC.C(OCC)(=O)C.C1C=CC(P(C2C=CC=CC=2)[C-]2C=CC=C2)=CC=1.C1C=CC(P(C2C=CC=CC=2)[C-]2C=CC=C2)=CC=1.Cl[Pd]Cl.[Fe+2]. The product is [CH3:30][O:31][C:32]1[N:37]=[CH:36][C:35]([C:2]2[CH:3]=[N:4][N:5]3[C:10]([C:11]4[CH:12]=[C:13]([NH:17][C:18](=[O:29])[C:19]5[CH:24]=[CH:23][CH:22]=[C:21]([C:25]([F:28])([F:27])[F:26])[CH:20]=5)[CH:14]=[CH:15][CH:16]=4)=[CH:9][CH:8]=[N:7][C:6]=23)=[CH:34][N:33]=1. The yield is 0.100. (3) The reactants are [CH:1]1([CH2:7][N:8]2[C:15]([NH2:16])=[C:14]([NH2:17])[C:12](=[O:13])[N:11]([CH2:18][CH:19]3[CH2:24][CH2:23][CH2:22][CH2:21][CH2:20]3)[C:9]2=[O:10])[CH2:6][CH2:5][CH2:4][CH2:3][CH2:2]1.NC1N(CC2CCCCC2)C(=O)N(CC2CCCCC2)C(=O)C=1N=O.O.[CH:51]([C:53]1[CH:63]=[CH:62][C:56]([CH:57]=[CH:58][C:59]([OH:61])=[O:60])=[CH:55][CH:54]=1)=O. The catalyst is CO.[Pd]. The product is [CH:19]1([CH2:18][N:11]2[C:12](=[O:13])[C:14]3[N:17]=[C:51]([C:53]4[CH:63]=[CH:62][C:56](/[CH:57]=[CH:58]/[C:59]([OH:61])=[O:60])=[CH:55][CH:54]=4)[NH:16][C:15]=3[N:8]([CH2:7][CH:1]3[CH2:2][CH2:3][CH2:4][CH2:5][CH2:6]3)[C:9]2=[O:10])[CH2:24][CH2:23][CH2:22][CH2:21][CH2:20]1. The yield is 0.910. (4) The reactants are Br[CH2:2][C:3]([O:5][CH2:6][CH3:7])=[O:4].C(=O)([O-])[O-].[K+].[K+].[CH3:14][C:15]1[CH:24]=[C:23]([CH3:25])[C:22]2[CH2:21][CH2:20][CH2:19][CH2:18][C:17]=2[C:16]=1[N:26]1[C:30]([C:31]([F:34])([F:33])[F:32])=[N:29][N:28]=[C:27]1[SH:35].CN(C=O)C. The catalyst is C1COCC1.O. The product is [CH3:14][C:15]1[CH:24]=[C:23]([CH3:25])[C:22]2[CH2:21][CH2:20][CH2:19][CH2:18][C:17]=2[C:16]=1[N:26]1[C:30]([C:31]([F:34])([F:33])[F:32])=[N:29][N:28]=[C:27]1[S:35][CH2:2][C:3]([O:5][CH2:6][CH3:7])=[O:4]. The yield is 0.540. (5) The reactants are Cl[C:2]1[CH:7]=[C:6]([O:8][C:9]2[CH:14]=[CH:13][C:12]([N+:15]([O-:17])=[O:16])=[CH:11][CH:10]=2)[N:5]=[CH:4][N:3]=1.[NH3:18].C(O)C.C(OCC)(=O)C.O. The catalyst is CCCCCC. The product is [N+:15]([C:12]1[CH:13]=[CH:14][C:9]([O:8][C:6]2[N:5]=[CH:4][N:3]=[C:2]([NH2:18])[CH:7]=2)=[CH:10][CH:11]=1)([O-:17])=[O:16]. The yield is 0.330. (6) The product is [CH3:2][O:3][C:4]([C:6]1([CH:18]([OH:20])[CH3:19])[CH2:10][CH2:9][N:8]([CH2:11][C:12]2[CH:17]=[CH:16][CH:15]=[CH:14][CH:13]=2)[CH2:7]1)=[O:5]. The reactants are Cl.[CH3:2][O:3][C:4]([C:6]1([CH:18]([O:20]C(=O)C)[CH3:19])[CH2:10][CH2:9][N:8]([CH2:11][C:12]2[CH:17]=[CH:16][CH:15]=[CH:14][CH:13]=2)[CH2:7]1)=[O:5]. The catalyst is CO. The yield is 1.00.